Dataset: Catalyst prediction with 721,799 reactions and 888 catalyst types from USPTO. Task: Predict which catalyst facilitates the given reaction. (1) Reactant: C([N:8]1[C:13](=O)[C:12]([C:15]2[CH:20]=[CH:19][C:18]([Cl:21])=[CH:17][CH:16]=2)=C(Cl)C(OCC2C=CC=CC=2)=N1)C1C=CC=CC=1.[CH2:31]([N:38]1[C:43](=[O:44])[C:42](Cl)=[C:41]([C:46]2[CH:51]=[CH:50][C:49]([Cl:52])=[CH:48][CH:47]=2)[C:40]([O:53][CH2:54][C:55]2[CH:60]=[CH:59][CH:58]=[CH:57][CH:56]=2)=[N:39]1)[C:32]1[CH:37]=[CH:36][CH:35]=[CH:34][CH:33]=1.C(=O)([O-])[O-].[Na+].[Na+].C(O[CH2:71][CH3:72])(=O)C. Product: [CH2:31]([N:38]1[C:43](=[O:44])[C:42]([C:15]2[CH:16]=[CH:17][C:18]([Cl:21])=[CH:19][CH:20]=2)=[C:41]([C:72]2[CH:71]=[CH:43][N:38]=[CH:31][CH:32]=2)[C:40]([O:53][CH2:54][C:55]2[CH:56]=[CH:57][CH:58]=[CH:59][CH:60]=2)=[N:39]1)[C:32]1[CH:33]=[CH:34][CH:35]=[CH:36][CH:37]=1.[CH2:31]([N:38]1[C:43](=[O:44])[C:42]([C:15]2[CH:12]=[CH:13][N:8]=[CH:19][CH:20]=2)=[C:41]([C:46]2[CH:51]=[CH:50][C:49]([Cl:52])=[CH:48][CH:47]=2)[C:40]([O:53][CH2:54][C:55]2[CH:60]=[CH:59][CH:58]=[CH:57][CH:56]=2)=[N:39]1)[C:32]1[CH:33]=[CH:34][CH:35]=[CH:36][CH:37]=1. The catalyst class is: 109. (2) Reactant: BrBr.[CH2:3]([O:5][C:6]([CH:8]1[CH2:19][N:18]([CH:20]2[CH2:25][CH2:24][CH2:23][CH2:22][CH2:21]2)[C:11]2[N:12]=[C:13]([S:16][CH3:17])[N:14]=[CH:15][C:10]=2[C:9]1=[O:26])=[O:7])[CH3:4].C(N(C(C)C)CC)(C)C. Product: [CH2:3]([O:5][C:6]([C:8]1[C:9](=[O:26])[C:10]2[CH:15]=[N:14][C:13]([S:16][CH3:17])=[N:12][C:11]=2[N:18]([CH:20]2[CH2:21][CH2:22][CH2:23][CH2:24][CH2:25]2)[CH:19]=1)=[O:7])[CH3:4]. The catalyst class is: 4. (3) Reactant: [CH3:1][O:2][CH2:3][N:4]1[C:8]2[CH:9]=[CH:10][C:11]([CH:13]([C:15]3[CH:19]=[CH:18][N:17]([C:20]4[N:25]=[CH:24][C:23]([CH:26]=[O:27])=[CH:22][CH:21]=4)[N:16]=3)[CH3:14])=[CH:12][C:7]=2[S:6][C:5]1=[O:28].[CH3:29][Mg]Br. Product: [OH:27][CH:26]([C:23]1[CH:22]=[CH:21][C:20]([N:17]2[CH:18]=[CH:19][C:15]([CH:13]([C:11]3[CH:10]=[CH:9][C:8]4[N:4]([CH2:3][O:2][CH3:1])[C:5](=[O:28])[S:6][C:7]=4[CH:12]=3)[CH3:14])=[N:16]2)=[N:25][CH:24]=1)[CH3:29]. The catalyst class is: 7.